Predict the reactants needed to synthesize the given product. From a dataset of Full USPTO retrosynthesis dataset with 1.9M reactions from patents (1976-2016). (1) Given the product [CH2:77]([O:84][C:85]([N:87]1[CH2:92][CH2:91][N:90]([C:10](=[O:11])[C@@H:9]([NH:13][C:14]([C:16]2[CH:20]=[C:19]([O:21][CH2:22][C:23]([N:25]3[CH2:29][CH2:28][CH2:27][C@H:26]3[C:30](=[O:36])[NH:31][CH:32]3[CH2:33][CH2:34][CH2:35]3)=[O:24])[N:18]([C:37]3[CH:38]=[CH:39][CH:40]=[CH:41][CH:42]=3)[N:17]=2)=[O:15])[CH2:8][CH2:7][C:6]([OH:5])=[O:43])[CH2:89][CH2:88]1)=[O:86])[C:78]1[CH:83]=[CH:82][CH:81]=[CH:80][CH:79]=1, predict the reactants needed to synthesize it. The reactants are: C([O:5][C:6](=[O:43])[CH2:7][CH2:8][C@H:9]([NH:13][C:14]([C:16]1[CH:20]=[C:19]([O:21][CH2:22][C:23]([N:25]2[CH2:29][CH2:28][CH2:27][C@H:26]2[C:30](=[O:36])[NH:31][CH:32]2[CH2:35][CH2:34][CH2:33]2)=[O:24])[N:18]([C:37]2[CH:42]=[CH:41][CH:40]=[CH:39][CH:38]=2)[N:17]=1)=[O:15])[C:10](O)=[O:11])(C)(C)C.CCN(C(C)C)C(C)C.CN(C(ON1N=NC2C=CC=NC1=2)=[N+](C)C)C.F[P-](F)(F)(F)(F)F.[CH2:77]([O:84][C:85]([N:87]1[CH2:92][CH2:91][NH:90][CH2:89][CH2:88]1)=[O:86])[C:78]1[CH:83]=[CH:82][CH:81]=[CH:80][CH:79]=1. (2) The reactants are: [I:1]N1C(=O)CCC1=O.[N:9]1[C:10]([C:18]([O:20][CH2:21][CH3:22])=[O:19])=[CH:11][N:12]2[C:17]=1[CH:16]=[CH:15][CH:14]=[N:13]2. Given the product [I:1][C:11]1[N:12]2[N:13]=[CH:14][CH:15]=[CH:16][C:17]2=[N:9][C:10]=1[C:18]([O:20][CH2:21][CH3:22])=[O:19], predict the reactants needed to synthesize it. (3) Given the product [Cl:68][C:64]1[C:63]([CH3:69])=[C:62]([N:59]2[C:55]3[N:56]=[CH:57][N:58]=[C:53]([O:52][C@@H:41]([CH2:40][O:39][CH2:38][CH2:37][OH:36])[C:42]([NH:44][C:45]4[CH:50]=[CH:49][C:48]([CH3:51])=[CH:47][N:46]=4)=[O:43])[C:54]=3[CH:61]=[N:60]2)[CH:67]=[CH:66][CH:65]=1, predict the reactants needed to synthesize it. The reactants are: [F-].C([N+](CCCC)(CCCC)CCCC)CCC.[Si]([O:36][CH2:37][CH2:38][O:39][CH2:40][C@H:41]([O:52][C:53]1[N:58]=[CH:57][N:56]=[C:55]2[N:59]([C:62]3[CH:67]=[CH:66][CH:65]=[C:64]([Cl:68])[C:63]=3[CH3:69])[N:60]=[CH:61][C:54]=12)[C:42]([NH:44][C:45]1[CH:50]=[CH:49][C:48]([CH3:51])=[CH:47][N:46]=1)=[O:43])(C(C)(C)C)(C1C=CC=CC=1)C1C=CC=CC=1.[Cl-].[NH4+]. (4) Given the product [C:1]([N:4]1[C:13]2[C:8](=[CH:9][C:10]([C:14]3[CH2:19][CH2:18][N:17]([C:20]([O:22][C:23]([CH3:26])([CH3:25])[CH3:24])=[O:21])[CH2:16][CH:15]=3)=[CH:11][CH:12]=2)[C@H:7]([NH:27][C:33]2[CH:40]=[CH:39][C:36]([C:37]#[N:38])=[CH:35][CH:34]=2)[C@@H:6]([CH3:28])[C@@H:5]1[CH:29]1[CH2:30][CH2:31]1)(=[O:3])[CH3:2], predict the reactants needed to synthesize it. The reactants are: [C:1]([N:4]1[C:13]2[C:8](=[CH:9][C:10]([C:14]3[CH2:19][CH2:18][N:17]([C:20]([O:22][C:23]([CH3:26])([CH3:25])[CH3:24])=[O:21])[CH2:16][CH:15]=3)=[CH:11][CH:12]=2)[C@H:7]([NH2:27])[C@@H:6]([CH3:28])[C@@H:5]1[CH:29]1[CH2:31][CH2:30]1)(=[O:3])[CH3:2].Br[C:33]1[CH:40]=[CH:39][C:36]([C:37]#[N:38])=[CH:35][CH:34]=1.CN(C1C(C2C(P(C3CCCCC3)C3CCCCC3)=CC=CC=2)=CC=CC=1)C.CC(C)([O-])C.[Na+].